This data is from Reaction yield outcomes from USPTO patents with 853,638 reactions. The task is: Predict the reaction yield, written as a fraction of the theoretical maximum amount of product (1.0 means a 100% yield; for example, 0.34 means a 34% yield). (1) The reactants are [O:1]1[C:5]2([CH2:10][CH2:9][CH:8]([N:11]3[C:16](=[O:17])[C:15]([CH2:18][C:19]4[CH:24]=[CH:23][C:22]([C:25]5[C:26]([C:31]#[N:32])=[CH:27][CH:28]=[CH:29][CH:30]=5)=[CH:21][CH:20]=4)=[C:14]([CH2:33][CH2:34][CH3:35])[N:13]4[N:36]=[C:37]([CH3:39])[N:38]=[C:12]34)[CH2:7][CH2:6]2)[O:4][CH2:3][CH2:2]1.C([BH3-])#N.[Na+].B(F)(F)F.CCOCC.C(=O)([O-])O.[Na+]. The catalyst is O1CCCC1. The product is [OH:1][CH2:2][CH2:3][O:4][C@H:5]1[CH2:10][CH2:9][C@H:8]([N:11]2[C:16](=[O:17])[C:15]([CH2:18][C:19]3[CH:24]=[CH:23][C:22]([C:25]4[C:26]([C:31]#[N:32])=[CH:27][CH:28]=[CH:29][CH:30]=4)=[CH:21][CH:20]=3)=[C:14]([CH2:33][CH2:34][CH3:35])[N:13]3[N:36]=[C:37]([CH3:39])[N:38]=[C:12]23)[CH2:7][CH2:6]1. The yield is 0.580. (2) The reactants are [CH3:1][O:2][C:3](=[O:27])[C@H:4]([CH2:25][OH:26])[NH:5][C:6]([C:19]1[CH:24]=[CH:23][CH:22]=[CH:21][CH:20]=1)([C:13]1[CH:18]=[CH:17][CH:16]=[CH:15][CH:14]=1)[C:7]1[CH:12]=[CH:11][CH:10]=[CH:9][CH:8]=1.C1(P(C2C=CC=CC=2)C2C=CC=CC=2)C=CC=CC=1.[CH2:47]([O:54][C:55](=[O:68])[NH:56][CH2:57][CH2:58][CH2:59][CH2:60][C:61]1[CH:66]=[CH:65][C:64](O)=[CH:63][CH:62]=1)[C:48]1[CH:53]=[CH:52][CH:51]=[CH:50][CH:49]=1.N(C(OC(C)C)=O)=NC(OC(C)C)=O. The catalyst is C1C=CC=CC=1. The product is [CH3:1][O:2][C:3](=[O:27])[CH:4]([NH:5][C:6]([C:7]1[CH:12]=[CH:11][CH:10]=[CH:9][CH:8]=1)([C:13]1[CH:14]=[CH:15][CH:16]=[CH:17][CH:18]=1)[C:19]1[CH:24]=[CH:23][CH:22]=[CH:21][CH:20]=1)[CH2:25][O:26][C:64]1[CH:63]=[CH:62][C:61]([CH2:60][CH2:59][CH2:58][CH2:57][NH:56][C:55]([O:54][CH2:47][C:48]2[CH:53]=[CH:52][CH:51]=[CH:50][CH:49]=2)=[O:68])=[CH:66][CH:65]=1. The yield is 0.510.